This data is from Forward reaction prediction with 1.9M reactions from USPTO patents (1976-2016). The task is: Predict the product of the given reaction. (1) Given the reactants C([O:8][N:9]1[C:14]2[N:15]=[CH:16][N:17]=[C:18]([CH3:19])[C:13]=2[C:12]([NH:20][CH2:21][C:22]2[CH:27]=[CH:26][CH:25]=[C:24]([N:28]([CH3:30])[CH3:29])[CH:23]=2)=[CH:11][C:10]1=[O:31])C1C=CC=CC=1.CO.[H][H], predict the reaction product. The product is: [CH3:30][N:28]([CH3:29])[C:24]1[CH:23]=[C:22]([CH:27]=[CH:26][CH:25]=1)[CH2:21][NH:20][C:12]1[C:13]2[C:18]([CH3:19])=[N:17][CH:16]=[N:15][C:14]=2[N:9]([OH:8])[C:10](=[O:31])[CH:11]=1. (2) Given the reactants I[C:2]1[C:7]([C:8]([NH:10][NH:11][CH:12]2[CH2:17][CH2:16][O:15][CH2:14][CH2:13]2)=[O:9])=[C:6]([O:18][CH3:19])[N:5]=[CH:4][CH:3]=1.N1CCC[C@H]1C(O)=O.C(=O)([O-])[O-].[K+].[K+].[Cl-].[NH4+], predict the reaction product. The product is: [CH3:19][O:18][C:6]1[C:7]2[C:8](=[O:9])[NH:10][N:11]([CH:12]3[CH2:17][CH2:16][O:15][CH2:14][CH2:13]3)[C:2]=2[CH:3]=[CH:4][N:5]=1. (3) Given the reactants [CH3:1][C:2]1[C:7]2[O:8][C:9]([NH:11][CH:12]3[CH2:17][CH2:16][NH:15][CH2:14][CH2:13]3)=[N:10][C:6]=2[CH:5]=[CH:4][N:3]=1.[CH2:18]([O:20][C:21]1[CH:22]=[C:23]([CH:26]=[C:27]([O:34][CH2:35][CH3:36])[C:28]=1[N:29]1[CH:33]=[CH:32][CH:31]=[CH:30]1)[CH:24]=O)[CH3:19].C([BH3-])#N.[Na+].C(N(C(C)C)C(C)C)C, predict the reaction product. The product is: [CH2:18]([O:20][C:21]1[CH:22]=[C:23]([CH:26]=[C:27]([O:34][CH2:35][CH3:36])[C:28]=1[N:29]1[CH:33]=[CH:32][CH:31]=[CH:30]1)[CH2:24][N:15]1[CH2:16][CH2:17][CH:12]([NH:11][C:9]2[O:8][C:7]3[C:2]([CH3:1])=[N:3][CH:4]=[CH:5][C:6]=3[N:10]=2)[CH2:13][CH2:14]1)[CH3:19]. (4) Given the reactants [NH2:1][C:2]1[S:3][CH:4]=[C:5]([CH2:7][C:8]([O:10][CH2:11][CH3:12])=[O:9])[N:6]=1.[C:13]([NH:16][C:17]1[CH:22]=[CH:21][C:20]([S:23](Cl)(=[O:25])=[O:24])=[CH:19][C:18]=1[Cl:27])(=[O:15])[CH3:14], predict the reaction product. The product is: [C:13]([NH:16][C:17]1[CH:22]=[CH:21][C:20]([S:23]([NH:1][C:2]2[S:3][CH:4]=[C:5]([CH2:7][C:8]([O:10][CH2:11][CH3:12])=[O:9])[N:6]=2)(=[O:25])=[O:24])=[CH:19][C:18]=1[Cl:27])(=[O:15])[CH3:14]. (5) Given the reactants [CH2:1]([C:3]1([CH2:14][CH3:15])[O:7][B:6]([OH:8])[C:5]2[CH:9]=[C:10]([CH3:13])[CH:11]=[CH:12][C:4]1=2)[CH3:2].C1C(=O)N([Br:23])C(=O)C1, predict the reaction product. The product is: [Br:23][CH2:13][C:10]1[CH:11]=[CH:12][C:4]2[C:3]([CH2:1][CH3:2])([CH2:14][CH3:15])[O:7][B:6]([OH:8])[C:5]=2[CH:9]=1.